From a dataset of Catalyst prediction with 721,799 reactions and 888 catalyst types from USPTO. Predict which catalyst facilitates the given reaction. (1) Reactant: [H-].[Na+].[CH3:3][S:4][CH2:5][CH2:6][CH2:7][OH:8].[O:9]1[C@@:11]2([CH2:16][CH2:15][CH2:14][CH2:13][C@@H:12]2[N:17]2[C:21]([C:22]3[CH:27]=[CH:26][CH:25]=[CH:24][CH:23]=3)=[C:20]([C:28]([O:30][CH2:31][CH3:32])=[O:29])[N:19]=[CH:18]2)[CH2:10]1.Cl. Product: [OH:9][C@:11]1([CH2:10][O:8][CH2:7][CH2:6][CH2:5][S:4][CH3:3])[CH2:16][CH2:15][CH2:14][CH2:13][C@@H:12]1[N:17]1[C:21]([C:22]2[CH:27]=[CH:26][CH:25]=[CH:24][CH:23]=2)=[C:20]([C:28]([O:30][CH2:31][CH3:32])=[O:29])[N:19]=[CH:18]1. The catalyst class is: 3. (2) Reactant: [CH2:1]([O:3][C:4](=[O:7])[CH2:5]Br)[CH3:2].CCN(C(C)C)C(C)C.[CH3:17][NH:18][C:19]1[CH:24]=[CH:23][CH:22]=[CH:21][CH:20]=1. Product: [CH2:1]([O:3][C:4](=[O:7])[CH2:5][N:18]([CH3:17])[C:19]1[CH:24]=[CH:23][CH:22]=[CH:21][CH:20]=1)[CH3:2]. The catalyst class is: 41. (3) Reactant: C(O[C:4]([C:6]1[C:7]2[S:14][CH:13]=[C:12]([CH2:15][O:16][C:17]3[CH:22]=[CH:21][CH:20]=[C:19]([NH:23][C:24](=[O:33])[C:25]4[CH:30]=[CH:29][CH:28]=[CH:27][C:26]=4[O:31]C)[CH:18]=3)[C:8]=2[CH:9]=[N:10][CH:11]=1)=[O:5])C.[CH2:34]([CH2:36][NH2:37])[OH:35]. Product: [OH:35][CH2:34][CH2:36][NH:37][C:4]([C:6]1[C:7]2[S:14][CH:13]=[C:12]([CH2:15][O:16][C:17]3[CH:22]=[CH:21][CH:20]=[C:19]([NH:23][C:24](=[O:33])[C:25]4[CH:30]=[CH:29][CH:28]=[CH:27][C:26]=4[OH:31])[CH:18]=3)[C:8]=2[CH:9]=[N:10][CH:11]=1)=[O:5]. The catalyst class is: 16. (4) Reactant: [C:1]1([CH3:27])[CH:6]=[CH:5][C:4]([S:7]([CH2:10][CH2:11][O:12][C:13](=[O:26])[CH2:14][O:15][C:16]2[CH:21]=[C:20]([CH3:22])[CH:19]=[C:18]([CH:23]([CH3:25])[CH3:24])[CH:17]=2)(=[O:9])=[O:8])=[CH:3][CH:2]=1.[Cl:28][S:29](O)(=[O:31])=[O:30]. Product: [C:1]1([CH3:27])[CH:2]=[CH:3][C:4]([S:7]([CH2:10][CH2:11][O:12][C:13](=[O:26])[CH2:14][O:15][C:16]2[CH:21]=[C:20]([CH3:22])[C:19]([S:29]([Cl:28])(=[O:31])=[O:30])=[C:18]([CH:23]([CH3:24])[CH3:25])[CH:17]=2)(=[O:9])=[O:8])=[CH:5][CH:6]=1. The catalyst class is: 2. (5) Reactant: B(F)(F)F.[CH3:5][CH2:6][O:7]CC.C([O:13][C:14]1[CH:19]=[C:18]([O:20][CH3:21])[C:17]([O:22][CH3:23])=[C:16]([O:24][CH3:25])[CH:15]=1)(=O)C. Product: [OH:13][C:14]1[C:15]([C:6](=[O:7])[CH3:5])=[C:16]([O:24][CH3:25])[C:17]([O:22][CH3:23])=[C:18]([O:20][CH3:21])[CH:19]=1. The catalyst class is: 15.